This data is from Reaction yield outcomes from USPTO patents with 853,638 reactions. The task is: Predict the reaction yield, written as a fraction of the theoretical maximum amount of product (1.0 means a 100% yield; for example, 0.34 means a 34% yield). (1) The reactants are [Cl:1][C:2]1[CH:3]=[CH:4][C:5]2[N:9]=[C:8]([S:10][CH2:11][C:12]3[CH:17]=[CH:16][C:15]([CH:18]([CH3:20])[CH3:19])=[CH:14][CH:13]=3)[N:7]([C:21]3[CH:26]=[CH:25][C:24]([O:27][CH2:28][CH3:29])=[CH:23][CH:22]=3)[C:6]=2[CH:30]=1.C(OCC)(=O)C.Cl. The catalyst is C(OCC)C. The product is [ClH:1].[Cl:1][C:2]1[CH:3]=[CH:4][C:5]2[N:9]=[C:8]([S:10][CH2:11][C:12]3[CH:13]=[CH:14][C:15]([CH:18]([CH3:20])[CH3:19])=[CH:16][CH:17]=3)[N:7]([C:21]3[CH:22]=[CH:23][C:24]([O:27][CH2:28][CH3:29])=[CH:25][CH:26]=3)[C:6]=2[CH:30]=1. The yield is 0.310. (2) The reactants are [C:1]([N:5]1[C:9]([NH2:10])=[CH:8][C:7]([CH:11]2[CH2:14][CH2:13][CH2:12]2)=[N:6]1)([CH3:4])([CH3:3])[CH3:2].CO[C:17](OC)([CH3:22])[C:18](OC)=[O:19]. The catalyst is C(O)(=O)C. The product is [C:1]([N:5]1[C:9]2[NH:10][C:18](=[O:19])[CH:17]=[CH:22][C:8]=2[C:7]([CH:11]2[CH2:14][CH2:13][CH2:12]2)=[N:6]1)([CH3:4])([CH3:2])[CH3:3]. The yield is 0.320. (3) The reactants are [F:1][C:2]1[C:10]([N+:11]([O-:13])=[O:12])=[CH:9][C:8]([I:14])=[CH:7][C:3]=1[C:4]([OH:6])=[O:5].O=S(Cl)Cl.[CH3:19]O. No catalyst specified. The product is [CH3:19][O:5][C:4](=[O:6])[C:3]1[CH:7]=[C:8]([I:14])[CH:9]=[C:10]([N+:11]([O-:13])=[O:12])[C:2]=1[F:1]. The yield is 0.960.